This data is from Full USPTO retrosynthesis dataset with 1.9M reactions from patents (1976-2016). The task is: Predict the reactants needed to synthesize the given product. (1) Given the product [F:21][C:19]1[CH:18]=[C:15]([CH:14]=[C:13]([C:11]2[CH:10]=[CH:9][C:4]3[N:5]([CH2:26][O:27][CH3:28])[C:6](=[O:8])[O:7][C:2]([CH3:22])([CH3:1])[C:3]=3[CH:12]=2)[CH:20]=1)[C:16]#[N:17], predict the reactants needed to synthesize it. The reactants are: [CH3:1][C:2]1([CH3:22])[O:7][C:6](=[O:8])[NH:5][C:4]2[CH:9]=[CH:10][C:11]([C:13]3[CH:14]=[C:15]([CH:18]=[C:19]([F:21])[CH:20]=3)[C:16]#[N:17])=[CH:12][C:3]1=2.[H-].[Na+].Cl[CH2:26][O:27][CH3:28]. (2) Given the product [ClH:1].[NH2:8][CH:9]1[C:17]2[CH:16]=[C:15]([C:18]3[C:27]([CH3:28])=[C:26]4[C:21]([C:22](=[O:33])[NH:23][C:24](=[O:32])[N:25]4[CH:29]4[CH2:31][CH2:30]4)=[CH:20][C:19]=3[F:34])[S:14][C:13]=2[CH2:12][CH2:11][C:10]1([F:35])[F:36], predict the reactants needed to synthesize it. The reactants are: [ClH:1].C(OC(=O)[NH:8][CH:9]1[C:17]2[CH:16]=[C:15]([C:18]3[C:27]([CH3:28])=[C:26]4[C:21]([C:22](=[O:33])[NH:23][C:24](=[O:32])[N:25]4[CH:29]4[CH2:31][CH2:30]4)=[CH:20][C:19]=3[F:34])[S:14][C:13]=2[CH2:12][CH2:11][C:10]1([F:36])[F:35])(C)(C)C. (3) Given the product [F:1][C:2]1[CH:3]=[C:4]([CH2:9][C:10]2[CH:19]=[C:18]3[C:13]([C:14]([OH:26])=[C:15]([C:21]([NH:27][CH2:28][C:29]([CH3:33])([CH3:32])[CH2:30][OH:31])=[O:22])[C:16](=[O:20])[NH:17]3)=[N:12][CH:11]=2)[CH:5]=[CH:6][C:7]=1[F:8], predict the reactants needed to synthesize it. The reactants are: [F:1][C:2]1[CH:3]=[C:4]([CH2:9][C:10]2[CH:19]=[C:18]3[C:13]([C:14]([OH:26])=[C:15]([C:21](OCC)=[O:22])[C:16](=[O:20])[NH:17]3)=[N:12][CH:11]=2)[CH:5]=[CH:6][C:7]=1[F:8].[NH2:27][CH2:28][C:29]([CH3:33])([CH3:32])[CH2:30][OH:31]. (4) Given the product [Cl:13][C:12]1[C:3]2[CH2:2][N:28]([CH:25]([C:22]3[CH:23]=[N:24][C:19]([O:18][CH2:17][C:16]([F:30])([F:15])[F:29])=[CH:20][CH:21]=3)[CH2:26][CH3:27])[C:5](=[O:7])[C:4]=2[CH:9]=[CH:10][N:11]=1, predict the reactants needed to synthesize it. The reactants are: Br[CH2:2][C:3]1[C:12]([Cl:13])=[N:11][CH:10]=[CH:9][C:4]=1[C:5]([O:7]C)=O.Cl.[F:15][C:16]([F:30])([F:29])[CH2:17][O:18][C:19]1[N:24]=[CH:23][C:22]([CH:25]([NH2:28])[CH2:26][CH3:27])=[CH:21][CH:20]=1. (5) Given the product [CH3:24][O:23][C:20]1[CH:21]=[C:22]2[C:17]([N:16]=[CH:15][C:14](=[O:25])[N:13]2[CH2:12][CH2:11][N:8]2[CH2:9][CH2:10][C:5](=[O:4])[CH2:6][CH:7]2[C:26]([NH:28][CH3:29])=[O:27])=[CH:18][CH:19]=1, predict the reactants needed to synthesize it. The reactants are: ClCCl.[OH:4][CH:5]1[CH2:10][CH2:9][N:8]([CH2:11][CH2:12][N:13]2[C:22]3[C:17](=[CH:18][CH:19]=[C:20]([O:23][CH3:24])[CH:21]=3)[N:16]=[CH:15][C:14]2=[O:25])[CH:7]([C:26]([NH:28][CH3:29])=[O:27])[CH2:6]1.CC(OI1(OC(C)=O)(OC(C)=O)OC(=O)C2C=CC=CC1=2)=O.C(=O)([O-])O.[Na+]. (6) Given the product [CH3:14][C:4]1[CH:5]=[C:6]([C:8]2[CH:13]=[N:12][CH:11]=[N:10][CH:9]=2)[CH:7]=[C:2]([CH3:1])[C:3]=1[O:15][CH2:17][C:18]([O:20][CH3:21])=[O:19], predict the reactants needed to synthesize it. The reactants are: [CH3:1][C:2]1[CH:7]=[C:6]([C:8]2[CH:9]=[N:10][CH:11]=[N:12][CH:13]=2)[CH:5]=[C:4]([CH3:14])[C:3]=1[OH:15].Br[CH2:17][C:18]([O:20][CH3:21])=[O:19].C(=O)([O-])[O-].[Cs+].[Cs+].